From a dataset of Peptide-MHC class I binding affinity with 185,985 pairs from IEDB/IMGT. Regression. Given a peptide amino acid sequence and an MHC pseudo amino acid sequence, predict their binding affinity value. This is MHC class I binding data. (1) The peptide sequence is MQIAILVTTV. The MHC is HLA-A02:06 with pseudo-sequence HLA-A02:06. The binding affinity (normalized) is 0.620. (2) The peptide sequence is SAFECAVL. The MHC is H-2-Kb with pseudo-sequence H-2-Kb. The binding affinity (normalized) is 0.634.